From a dataset of Full USPTO retrosynthesis dataset with 1.9M reactions from patents (1976-2016). Predict the reactants needed to synthesize the given product. (1) Given the product [Cl:33][C:30]1[CH:31]=[CH:32][C:27]([CH2:26][NH:25][C:59]([C:54]2[NH:55][C:56]3[C:52]([CH:53]=2)=[CH:51][C:50]([O:49][CH2:48][CH2:47][S:46][CH3:45])=[CH:58][CH:57]=3)=[O:60])=[C:28]([F:44])[C:29]=1[O:34][C:35]1[CH:36]=[C:37]([C:38]#[N:39])[CH:40]=[C:41]([Cl:43])[CH:42]=1, predict the reactants needed to synthesize it. The reactants are: CN(C(ON1N=NC2C=CC=NC1=2)=[N+](C)C)C.F[P-](F)(F)(F)(F)F.[NH2:25][CH2:26][C:27]1[C:28]([F:44])=[C:29]([O:34][C:35]2[CH:36]=[C:37]([CH:40]=[C:41]([Cl:43])[CH:42]=2)[C:38]#[N:39])[C:30]([Cl:33])=[CH:31][CH:32]=1.[CH3:45][S:46][CH2:47][CH2:48][O:49][C:50]1[CH:51]=[C:52]2[C:56](=[CH:57][CH:58]=1)[NH:55][C:54]([C:59](O)=[O:60])=[CH:53]2.CCN(C(C)C)C(C)C. (2) Given the product [CH2:13]([O:11][C:5]1[CH:4]=[CH:3][C:2]([F:1])=[CH:7][C:6]=1[C:8](=[O:10])[CH3:9])[CH3:14], predict the reactants needed to synthesize it. The reactants are: [F:1][C:2]1[CH:3]=[CH:4][C:5]([OH:11])=[C:6]([C:8](=[O:10])[CH3:9])[CH:7]=1.I[CH2:13][CH3:14].C([O-])([O-])=O.[K+].[K+]. (3) Given the product [CH2:1]([C:3]1[CH:8]=[CH:7][CH:6]=[C:5]([CH:28]=[O:29])[C:4]=1[OH:9])[CH3:2], predict the reactants needed to synthesize it. The reactants are: [CH2:1]([C:3]1[CH:8]=[CH:7][CH:6]=[CH:5][C:4]=1[OH:9])[CH3:2].C(N(CCCC)CCCC)CCC.[Sn](Cl)(Cl)(Cl)Cl.[CH2:28]=[O:29].Cl. (4) Given the product [CH:26](=[O:34])[CH2:27][CH2:28][CH2:29][CH2:30][CH2:31][CH:32]=[CH2:33], predict the reactants needed to synthesize it. The reactants are: IC1C=CC=CC=1S([O-])(=O)=O.[Na+].OOS([O-])=O.[K+].S([O-])([O-])(=O)=O.[Na+].[Na+].[CH2:26]([OH:34])[CH2:27][CH2:28][CH2:29][CH2:30][CH2:31][CH:32]=[CH2:33]. (5) Given the product [CH2:10]([O:9][C:7]([CH:2]1[CH2:3][CH2:4][CH2:5][CH2:6][CH:1]1[C:12]([OH:14])=[O:13])=[O:8])[CH3:11], predict the reactants needed to synthesize it. The reactants are: [CH:1]1([C:12]([O:14]CC)=[O:13])[CH2:6][CH2:5][CH2:4][CH2:3][CH:2]1[C:7]([O:9][CH2:10][CH3:11])=[O:8].[OH-].[Na+]. (6) Given the product [CH3:2][C:1]([O:5][C:6]([N:8]1[CH2:13][CH2:12][C:11](=[C:14]([C:31]2[CH:32]=[CH:33][CH:34]=[CH:35][C:30]=2[NH2:29])[C:15]2[CH:20]=[CH:19][C:18]([C:21]([N:22]([CH2:25][CH3:26])[CH2:23][CH3:24])=[O:27])=[CH:17][CH:16]=2)[CH2:10][CH2:9]1)=[O:7])([CH3:4])[CH3:3], predict the reactants needed to synthesize it. The reactants are: [C:1]([O:5][C:6]([N:8]1[CH2:13][CH2:12][C:11](=[C:14](Br)[C:15]2[CH:20]=[CH:19][C:18]([C:21](=[O:27])[N:22]([CH2:25][CH3:26])[CH2:23][CH3:24])=[CH:17][CH:16]=2)[CH2:10][CH2:9]1)=[O:7])([CH3:4])([CH3:3])[CH3:2].[NH2:29][C:30]1[CH:35]=[CH:34][CH:33]=[CH:32][C:31]=1B(O)O.C([O-])([O-])=O.[Na+].[Na+]. (7) The reactants are: Br[CH2:2][C:3]1[C:8]([CH3:9])=[CH:7][CH:6]=[CH:5][C:4]=1[N:10]1[C:14](=[O:15])[N:13]([CH3:16])[N:12]=[N:11]1.[Br:17][C:18]1[C:23]([F:24])=[C:22]([F:25])[C:21]([OH:26])=[C:20]([F:27])[C:19]=1[F:28].C(=O)([O-])[O-].[K+].[K+].C(#N)C. Given the product [Br:17][C:18]1[C:19]([F:28])=[C:20]([F:27])[C:21]([O:26][CH2:2][C:3]2[C:8]([CH3:9])=[CH:7][CH:6]=[CH:5][C:4]=2[N:10]2[C:14](=[O:15])[N:13]([CH3:16])[N:12]=[N:11]2)=[C:22]([F:25])[C:23]=1[F:24], predict the reactants needed to synthesize it. (8) Given the product [F:43][C:37]1[CH:38]=[C:39]([F:42])[CH:40]=[CH:41][C:36]=1[C@H:30]1[N:29]2[C@@H:33]([CH2:34][CH2:35]/[C:27](=[CH:8]\[C:7]3[CH:10]=[CH:11][C:12]([N:13]4[CH:17]=[C:16]([CH3:18])[N:15]=[CH:14]4)=[C:5]([O:4][CH3:3])[CH:6]=3)/[C:28]2=[O:44])[CH2:32][CH2:31]1, predict the reactants needed to synthesize it. The reactants are: [OH-].[Li+].[CH3:3][O:4][C:5]1[CH:6]=[C:7]([CH:10]=[CH:11][C:12]=1[N:13]1[CH:17]=[C:16]([CH3:18])[N:15]=[CH:14]1)[CH:8]=O.C(OP([CH:27]1[CH2:35][CH2:34][C@@H:33]2[N:29]([C@H:30]([C:36]3[CH:41]=[CH:40][C:39]([F:42])=[CH:38][C:37]=3[F:43])[CH2:31][CH2:32]2)[C:28]1=[O:44])(=O)OCC)C.C(O)C.